This data is from Forward reaction prediction with 1.9M reactions from USPTO patents (1976-2016). The task is: Predict the product of the given reaction. (1) Given the reactants [NH2:1][C:2]1[N:7]=[CH:6][N:5]=[C:4]([N:8]2[CH2:13][CH2:12][C@H:11]([C:14]3[N:15]([CH2:27][CH2:28]O)[CH:16]=[C:17]([C:19]4[CH:24]=[CH:23][C:22]([F:25])=[C:21]([CH3:26])[CH:20]=4)[N:18]=3)[C@H:10]([F:30])[CH2:9]2)[C:3]=1[CH:31]([CH3:33])[CH3:32].C([N:36](C(C)C)[CH:37]([CH3:39])[CH3:38])C.CS(Cl)(=O)=O.C(N)(C)C, predict the reaction product. The product is: [F:30][C@H:10]1[C@@H:11]([C:14]2[N:15]([CH2:27][CH2:28][NH:36][CH:37]([CH3:39])[CH3:38])[CH:16]=[C:17]([C:19]3[CH:24]=[CH:23][C:22]([F:25])=[C:21]([CH3:26])[CH:20]=3)[N:18]=2)[CH2:12][CH2:13][N:8]([C:4]2[N:5]=[CH:6][N:7]=[C:2]([NH2:1])[C:3]=2[CH:31]([CH3:33])[CH3:32])[CH2:9]1. (2) Given the reactants [CH2:1]([N:8]([C:18]1[CH2:19][CH2:20][N:21]([C:24]([O:26][C:27]([CH3:30])([CH3:29])[CH3:28])=[O:25])[CH2:22][CH:23]=1)[C:9](=[O:17])[C:10]1[CH:15]=[CH:14][CH:13]=[CH:12][C:11]=1I)[C:2]1[CH:7]=[CH:6][CH:5]=[CH:4][CH:3]=1.C1(P(C2C=CC=CC=2)C2C=CC=CC=2)C=CC=CC=1.C([O-])([O-])=O.[K+].[K+].O, predict the reaction product. The product is: [CH2:1]([N:8]1[C:18]2([CH2:19][CH2:20][N:21]([C:24]([O:26][C:27]([CH3:30])([CH3:29])[CH3:28])=[O:25])[CH:22]=[CH:23]2)[C:15]2[C:10](=[CH:11][CH:12]=[CH:13][CH:14]=2)[C:9]1=[O:17])[C:2]1[CH:7]=[CH:6][CH:5]=[CH:4][CH:3]=1. (3) Given the reactants Br[CH2:2][C:3]([N:5]1[CH2:11][CH2:10][CH2:9][N:8]([C:12]2[CH:17]=[CH:16][C:15]([C:18]([O:27]COC)([C:23]([F:26])([F:25])[F:24])[C:19]([F:22])([F:21])[F:20])=[CH:14][C:13]=2[CH2:31][CH2:32][CH3:33])[CH2:7][CH2:6]1)=[O:4].CC(O[C:38]1[CH:39]=[C:40]([C:44]2([CH3:51])[NH:48][C:47](=[O:49])[NH:46][C:45]2=[O:50])[CH:41]=[CH:42][CH:43]=1)C, predict the reaction product. The product is: [F:22][C:19]([F:21])([F:20])[C:18]([C:15]1[CH:16]=[CH:17][C:12]([N:8]2[CH2:9][CH2:10][CH2:11][N:5]([C:3](=[O:4])[CH2:2][N:46]3[C:45](=[O:50])[C:44]([C:40]4[CH:39]=[CH:38][C:43]([O:27][CH:18]([CH3:19])[CH3:15])=[CH:42][CH:41]=4)([CH3:51])[NH:48][C:47]3=[O:49])[CH2:6][CH2:7]2)=[C:13]([CH2:31][CH2:32][CH3:33])[CH:14]=1)([OH:27])[C:23]([F:26])([F:25])[F:24]. (4) Given the reactants I[C:2]1[C:10]2[C:5](=[N:6][CH:7]=[CH:8][CH:9]=2)[N:4]([Si:11]([CH:18]([CH3:20])[CH3:19])([CH:15]([CH3:17])[CH3:16])[CH:12]([CH3:14])[CH3:13])[CH:3]=1.C([Mg]Cl)(C)C.[Cl:26][C:27]1[N:28]=[C:29]([N:34]([CH2:36][C:37]2[CH:42]=[CH:41][C:40]([Cl:43])=[CH:39][CH:38]=2)[CH3:35])[S:30][C:31]=1[CH:32]=[O:33], predict the reaction product. The product is: [Cl:26][C:27]1[N:28]=[C:29]([N:34]([CH2:36][C:37]2[CH:42]=[CH:41][C:40]([Cl:43])=[CH:39][CH:38]=2)[CH3:35])[S:30][C:31]=1[CH:32]([C:2]1[C:10]2[C:5](=[N:6][CH:7]=[CH:8][CH:9]=2)[N:4]([Si:11]([CH:18]([CH3:20])[CH3:19])([CH:15]([CH3:17])[CH3:16])[CH:12]([CH3:14])[CH3:13])[CH:3]=1)[OH:33]. (5) Given the reactants [S:1]1[CH:5]=[CH:4][CH:3]=[C:2]1[S:6](Cl)(=[O:8])=[O:7].N1C=CC=CC=1.[CH2:16]1[CH:21]2[CH2:22][C:23]3([NH2:26])[CH2:25][CH:19]([CH2:20]2)[CH2:18][CH:17]1[CH2:24]3, predict the reaction product. The product is: [C:23]12([NH:26][S:6]([C:2]3[S:1][CH:5]=[CH:4][CH:3]=3)(=[O:8])=[O:7])[CH2:24][CH:17]3[CH2:18][CH:19]([CH2:20][CH:21]([CH2:16]3)[CH2:22]1)[CH2:25]2. (6) Given the reactants [CH3:1][O:2][C:3]1[CH:4]=[C:5]2[C:10](=[CH:11][CH:12]=1)[C:9]([CH3:14])([CH3:13])[C:8](=O)[CH2:7][CH2:6]2.Cl.[Br:17][C:18]1[CH:19]=[C:20]([NH:24]N)[CH:21]=[CH:22][CH:23]=1.C(OCC)(=[O:28])C.C(C1C(=O)C(Cl)=C(Cl)C(=O)C=1C#N)#N, predict the reaction product. The product is: [Br:17][C:18]1[CH:19]=[C:20]2[C:21]([C:7]3[C:6](=[O:28])[C:5]4[CH:4]=[C:3]([O:2][CH3:1])[CH:12]=[CH:11][C:10]=4[C:9]([CH3:14])([CH3:13])[C:8]=3[NH:24]2)=[CH:22][CH:23]=1. (7) The product is: [Cl:1][C:2]1[CH:7]=[CH:6][C:5]([N:8]2[CH2:12][CH2:11][S:10]/[C:9]/2=[N:13]\[C:15]([N:17]2[CH:21]=[CH:20][N:19]=[CH:18]2)=[O:16])=[CH:4][CH:3]=1. Given the reactants [Cl:1][C:2]1[CH:7]=[CH:6][C:5]([N:8]2[CH2:12][CH2:11][S:10]/[C:9]/2=[N:13]\[H])=[CH:4][CH:3]=1.[C:15](N1C=CN=C1)([N:17]1[CH:21]=[CH:20][N:19]=[CH:18]1)=[O:16], predict the reaction product. (8) Given the reactants [CH2:1]([O:3][C:4](=[O:30])[C:5]([C:8]1[CH:9]=[C:10]([C:16]2[CH:21]=[CH:20][C:19]([C:22]([F:25])([F:24])[F:23])=[CH:18][C:17]=2[CH2:26][NH:27][CH2:28][CH3:29])[C:11]([O:14][CH3:15])=[CH:12][CH:13]=1)([CH3:7])[CH3:6])[CH3:2].Cl[C:32]([O:34][CH2:35][C:36]1[CH:41]=[CH:40][CH:39]=[CH:38][CH:37]=1)=[O:33], predict the reaction product. The product is: [CH2:1]([O:3][C:4](=[O:30])[C:5]([C:8]1[CH:9]=[C:10]([C:16]2[CH:21]=[CH:20][C:19]([C:22]([F:24])([F:25])[F:23])=[CH:18][C:17]=2[CH2:26][N:27]([C:32]([O:34][CH2:35][C:36]2[CH:41]=[CH:40][CH:39]=[CH:38][CH:37]=2)=[O:33])[CH2:28][CH3:29])[C:11]([O:14][CH3:15])=[CH:12][CH:13]=1)([CH3:7])[CH3:6])[CH3:2]. (9) Given the reactants C1COCC1.C([O:8][C:9]([C:11]1[C:12]([C:20]([F:23])([F:22])[F:21])=[N:13][N:14]([CH2:16][CH:17]([CH3:19])[CH3:18])[CH:15]=1)=O)C.[H-].[Al+3].[Li+].[H-].[H-].[H-].[OH-].[Na+], predict the reaction product. The product is: [CH2:16]([N:14]1[CH:15]=[C:11]([CH2:9][OH:8])[C:12]([C:20]([F:22])([F:23])[F:21])=[N:13]1)[CH:17]([CH3:19])[CH3:18].